Dataset: Forward reaction prediction with 1.9M reactions from USPTO patents (1976-2016). Task: Predict the product of the given reaction. (1) Given the reactants F[C:2]1[C:3]([C:22]2[CH:27]=[CH:26][CH:25]=[CH:24][CH:23]=2)=[C:4]([CH3:21])[C:5]([C:19]#[N:20])=[C:6]2[C:10]=1[O:9][C:8](/[CH:11]=[CH:12]/[C:13]1[CH:18]=[CH:17][CH:16]=[CH:15][CH:14]=1)=[N:7]2.C(N(CC)CC)C.[CH3:35][N:36]([CH3:42])[C@H:37]1[CH2:41][CH2:40][NH:39][CH2:38]1.C(OCC)(=O)C, predict the reaction product. The product is: [CH3:35][N:36]([CH3:42])[C@H:37]1[CH2:41][CH2:40][N:39]([C:2]2[C:3]([C:22]3[CH:27]=[CH:26][CH:25]=[CH:24][CH:23]=3)=[C:4]([CH3:21])[C:5]([C:19]#[N:20])=[C:6]3[C:10]=2[O:9][C:8](/[CH:11]=[CH:12]/[C:13]2[CH:18]=[CH:17][CH:16]=[CH:15][CH:14]=2)=[N:7]3)[CH2:38]1. (2) Given the reactants Br[CH2:2][C:3]1[CH:24]=[CH:23][C:6]([C:7]([NH:9][C:10]2[CH:15]=[CH:14][C:13]([Cl:16])=[C:12]([C:17]3[CH:22]=[CH:21][CH:20]=[CH:19][N:18]=3)[CH:11]=2)=[O:8])=[CH:5][CH:4]=1.[NH:25]1[CH2:30][CH2:29][S:28][CH2:27][CH2:26]1, predict the reaction product. The product is: [Cl:16][C:13]1[CH:14]=[CH:15][C:10]([NH:9][C:7](=[O:8])[C:6]2[CH:23]=[CH:24][C:3]([CH2:2][N:25]3[CH2:30][CH2:29][S:28][CH2:27][CH2:26]3)=[CH:4][CH:5]=2)=[CH:11][C:12]=1[C:17]1[CH:22]=[CH:21][CH:20]=[CH:19][N:18]=1. (3) The product is: [CH2:34]([N:23]([C@H:20]1[CH2:19][C@H:18]2[CH2:22][C@@H:21]1[C@@H:16]([NH:15][C:2]1[CH:11]=[C:10]([CH3:12])[C:9]3[C:4](=[CH:5][CH:6]=[C:7]([O:13][CH3:14])[CH:8]=3)[N:3]=1)[CH2:17]2)[C:24](=[O:33])[O:25][CH2:26][C:27]1[CH:32]=[CH:31][CH:30]=[CH:29][CH:28]=1)[C:35]1[CH:36]=[CH:37][CH:38]=[CH:39][CH:40]=1. Given the reactants Cl[C:2]1[CH:11]=[C:10]([CH3:12])[C:9]2[C:4](=[CH:5][CH:6]=[C:7]([O:13][CH3:14])[CH:8]=2)[N:3]=1.[NH2:15][C@@H:16]1[C@H:21]2[CH2:22][C@H:18]([CH2:19][C@@H:20]2[N:23]([CH2:34][C:35]2[CH:40]=[CH:39][CH:38]=[CH:37][CH:36]=2)[C:24](=[O:33])[O:25][CH2:26][C:27]2[CH:32]=[CH:31][CH:30]=[CH:29][CH:28]=2)[CH2:17]1.C([O-])([O-])=O.[Cs+].[Cs+].C1C=CC(P(C2C(C3C(P(C4C=CC=CC=4)C4C=CC=CC=4)=CC=C4C=3C=CC=C4)=C3C(C=CC=C3)=CC=2)C2C=CC=CC=2)=CC=1, predict the reaction product. (4) Given the reactants [NH2:1][CH2:2][CH2:3][C@H:4]([N:6]1[CH2:11][CH2:10][CH:9]([N:12]([C:20]2[CH:25]=[CH:24][C:23]([O:26][CH3:27])=[CH:22][CH:21]=2)[CH2:13][C:14]2[CH:15]=[N:16][CH:17]=[CH:18][CH:19]=2)[CH2:8][CH2:7]1)[CH3:5].[Cl:28][C:29]1[CH:37]=[C:36]([CH3:38])[C:32]([C:33](O)=[O:34])=[C:31]([CH3:39])[N:30]=1.C1C=CC2N(O)N=NC=2C=1.CCN(C(C)C)C(C)C.CCN=C=NCCCN(C)C, predict the reaction product. The product is: [Cl:28][C:29]1[CH:37]=[C:36]([CH3:38])[C:32]([C:33]([NH:1][CH2:2][CH2:3][C@H:4]([N:6]2[CH2:11][CH2:10][CH:9]([N:12]([C:20]3[CH:21]=[CH:22][C:23]([O:26][CH3:27])=[CH:24][CH:25]=3)[CH2:13][C:14]3[CH:15]=[N:16][CH:17]=[CH:18][CH:19]=3)[CH2:8][CH2:7]2)[CH3:5])=[O:34])=[C:31]([CH3:39])[N:30]=1. (5) Given the reactants [C:1]([O:5][C:6]([N:8]1[CH2:13][CH2:12][CH:11]([CH2:14][CH2:15][OH:16])[CH2:10][CH2:9]1)=[O:7])([CH3:4])([CH3:3])[CH3:2].[H-].[Na+].[F:19][C:20]([F:30])([F:29])[C:21]1[CH:28]=[CH:27][C:24]([CH2:25]Br)=[CH:23][CH:22]=1.[NH4+].[Cl-], predict the reaction product. The product is: [C:1]([O:5][C:6]([N:8]1[CH2:13][CH2:12][CH:11]([CH2:14][CH2:15][O:16][CH2:25][C:24]2[CH:23]=[CH:22][C:21]([C:20]([F:19])([F:29])[F:30])=[CH:28][CH:27]=2)[CH2:10][CH2:9]1)=[O:7])([CH3:4])([CH3:3])[CH3:2]. (6) Given the reactants [CH3:1][NH:2][CH2:3][C@H:4]([OH:13])[C:5]1[CH:6]=[CH:7][C:8]([OH:12])=[C:9]([OH:11])[CH:10]=1.Cl.[Cl-].[Na+], predict the reaction product. The product is: [CH3:1][NH:2][CH2:3][C@H:4]([OH:13])[C:5]1[CH:6]=[CH:7][C:8]([OH:12])=[C:9]([OH:11])[CH:10]=1.